Dataset: NCI-60 drug combinations with 297,098 pairs across 59 cell lines. Task: Regression. Given two drug SMILES strings and cell line genomic features, predict the synergy score measuring deviation from expected non-interaction effect. (1) Drug 1: C1=CC(=C2C(=C1NCCNCCO)C(=O)C3=C(C=CC(=C3C2=O)O)O)NCCNCCO. Drug 2: C1=CN(C(=O)N=C1N)C2C(C(C(O2)CO)O)O.Cl. Cell line: HCT116. Synergy scores: CSS=67.0, Synergy_ZIP=-2.82, Synergy_Bliss=-3.14, Synergy_Loewe=0.836, Synergy_HSA=3.66. (2) Drug 1: CCC1(CC2CC(C3=C(CCN(C2)C1)C4=CC=CC=C4N3)(C5=C(C=C6C(=C5)C78CCN9C7C(C=CC9)(C(C(C8N6C=O)(C(=O)OC)O)OC(=O)C)CC)OC)C(=O)OC)O.OS(=O)(=O)O. Drug 2: C1CC(=O)NC(=O)C1N2C(=O)C3=CC=CC=C3C2=O. Cell line: MOLT-4. Synergy scores: CSS=45.5, Synergy_ZIP=0.141, Synergy_Bliss=-6.42, Synergy_Loewe=-73.0, Synergy_HSA=-8.60. (3) Drug 1: CC1C(C(=O)NC(C(=O)N2CCCC2C(=O)N(CC(=O)N(C(C(=O)O1)C(C)C)C)C)C(C)C)NC(=O)C3=C4C(=C(C=C3)C)OC5=C(C(=O)C(=C(C5=N4)C(=O)NC6C(OC(=O)C(N(C(=O)CN(C(=O)C7CCCN7C(=O)C(NC6=O)C(C)C)C)C)C(C)C)C)N)C. Drug 2: CC1C(C(CC(O1)OC2CC(CC3=C2C(=C4C(=C3O)C(=O)C5=CC=CC=C5C4=O)O)(C(=O)C)O)N)O. Cell line: MALME-3M. Synergy scores: CSS=66.8, Synergy_ZIP=21.5, Synergy_Bliss=22.8, Synergy_Loewe=19.2, Synergy_HSA=22.1. (4) Cell line: SK-MEL-2. Synergy scores: CSS=32.7, Synergy_ZIP=4.80, Synergy_Bliss=9.87, Synergy_Loewe=-43.9, Synergy_HSA=6.71. Drug 1: C1CCN(CC1)CCOC2=CC=C(C=C2)C(=O)C3=C(SC4=C3C=CC(=C4)O)C5=CC=C(C=C5)O. Drug 2: CCC1(CC2CC(C3=C(CCN(C2)C1)C4=CC=CC=C4N3)(C5=C(C=C6C(=C5)C78CCN9C7C(C=CC9)(C(C(C8N6C=O)(C(=O)OC)O)OC(=O)C)CC)OC)C(=O)OC)O.OS(=O)(=O)O. (5) Drug 1: CCC1=C2CN3C(=CC4=C(C3=O)COC(=O)C4(CC)O)C2=NC5=C1C=C(C=C5)O. Drug 2: C1CN(CCN1C(=O)CCBr)C(=O)CCBr. Cell line: NCIH23. Synergy scores: CSS=31.1, Synergy_ZIP=-6.49, Synergy_Bliss=-1.38, Synergy_Loewe=-3.48, Synergy_HSA=1.44. (6) Drug 1: C1=CC(=C2C(=C1NCCNCCO)C(=O)C3=C(C=CC(=C3C2=O)O)O)NCCNCCO. Drug 2: CC1=CC=C(C=C1)C2=CC(=NN2C3=CC=C(C=C3)S(=O)(=O)N)C(F)(F)F. Cell line: OVCAR3. Synergy scores: CSS=28.0, Synergy_ZIP=1.00, Synergy_Bliss=1.38, Synergy_Loewe=-21.1, Synergy_HSA=2.46. (7) Drug 1: C1CCC(CC1)NC(=O)N(CCCl)N=O. Drug 2: CN(C(=O)NC(C=O)C(C(C(CO)O)O)O)N=O. Cell line: NCI-H522. Synergy scores: CSS=15.4, Synergy_ZIP=-5.94, Synergy_Bliss=-2.71, Synergy_Loewe=-1.94, Synergy_HSA=-1.25.